Predict the reaction yield, written as a fraction of the theoretical maximum amount of product (1.0 means a 100% yield; for example, 0.34 means a 34% yield). From a dataset of Reaction yield outcomes from USPTO patents with 853,638 reactions. (1) The reactants are N[C:2]1[CH:10]=[CH:9][CH:8]=[C:7]2[C:3]=1[CH2:4][CH2:5][CH:6]2[N:11]1[CH:16]=[CH:15][CH:14]=[C:13]([C:17]([NH:19][C:20]2[CH:25]=[CH:24][N:23]=[CH:22][CH:21]=2)=[O:18])[C:12]1=[O:26].N([O-])=O.[Na+].[C:31]([Cu])#[N:32].[C-]#N.[K+]. The catalyst is O.Cl. The product is [C:31]([C:2]1[CH:10]=[CH:9][CH:8]=[C:7]2[C:3]=1[CH2:4][CH2:5][CH:6]2[N:11]1[CH:16]=[CH:15][CH:14]=[C:13]([C:17]([NH:19][C:20]2[CH:25]=[CH:24][N:23]=[CH:22][CH:21]=2)=[O:18])[C:12]1=[O:26])#[N:32]. The yield is 0.100. (2) The reactants are [Br:1][C:2]1[C:3]([CH3:13])=[C:4]([C:9]([OH:12])=[CH:10][CH:11]=1)[C:5]([O:7][CH3:8])=[O:6].C(=O)([O-])[O-].[Cs+].[Cs+].Br[CH2:21][CH2:22][O:23][CH:24]1[CH2:29][CH2:28][CH2:27][CH2:26][O:25]1. The catalyst is CN(C=O)C.C(OCC)(=O)C. The product is [Br:1][C:2]1[C:3]([CH3:13])=[C:4]([C:9]([O:12][CH2:21][CH2:22][O:23][CH:24]2[CH2:29][CH2:28][CH2:27][CH2:26][O:25]2)=[CH:10][CH:11]=1)[C:5]([O:7][CH3:8])=[O:6]. The yield is 0.670. (3) The reactants are [F:1][C:2]([F:13])([F:12])[CH2:3]OS(C(F)(F)F)(=O)=O.CN(C)C=O.[Cl:19][C:20]1[N:28]=[C:27]2[C:23]([N:24]=[CH:25][NH:26]2)=[C:22]([N:29]2[CH2:34][CH2:33][O:32][CH2:31][C@@H:30]2[CH3:35])[N:21]=1.C(=O)([O-])[O-].[K+].[K+]. The catalyst is O. The product is [Cl:19][C:20]1[N:28]=[C:27]2[C:23]([N:24]=[CH:25][N:26]2[CH2:3][C:2]([F:13])([F:12])[F:1])=[C:22]([N:29]2[CH2:34][CH2:33][O:32][CH2:31][C@@H:30]2[CH3:35])[N:21]=1. The yield is 0.760. (4) The reactants are Cl[C:2]1[N:7]=[C:6]([CH3:8])[N:5]=[C:4]([NH:9][C:10]2[S:11][C:12]([C:15]([NH:17][C:18]3[C:23]([CH2:24][OH:25])=[CH:22][CH:21]=[CH:20][C:19]=3[Cl:26])=[O:16])=[CH:13][N:14]=2)[CH:3]=1.[OH:27][CH2:28][CH2:29][N:30]1[CH2:35][CH2:34][NH:33][CH2:32][CH2:31]1.C(N(C(C)C)C(C)C)C.N. The yield is 0.600. The product is [Cl:26][C:19]1[CH:20]=[CH:21][CH:22]=[C:23]([CH2:24][OH:25])[C:18]=1[NH:17][C:15]([C:12]1[S:11][C:10]([NH:9][C:4]2[CH:3]=[C:2]([N:33]3[CH2:34][CH2:35][N:30]([CH2:29][CH2:28][OH:27])[CH2:31][CH2:32]3)[N:7]=[C:6]([CH3:8])[N:5]=2)=[N:14][CH:13]=1)=[O:16]. The catalyst is CO.C(Cl)Cl.CCO. (5) The reactants are I[C:2]1[C:3]2[S:11][CH:10]=[C:9]([C:12]3[CH:17]=[CH:16][C:15]([O:18][C:19]4[CH:24]=[CH:23][CH:22]=[CH:21][CH:20]=4)=[CH:14][CH:13]=3)[C:4]=2[C:5]([NH2:8])=[N:6][CH:7]=1.[C:25]([O:29][C:30]([CH3:33])([CH3:32])[CH3:31])(=[O:28])[CH:26]=[CH2:27].C(N(CC)CC)C. The catalyst is CN(C=O)C. The product is [NH2:8][C:5]1[C:4]2[C:9]([C:12]3[CH:17]=[CH:16][C:15]([O:18][C:19]4[CH:24]=[CH:23][CH:22]=[CH:21][CH:20]=4)=[CH:14][CH:13]=3)=[CH:10][S:11][C:3]=2[C:2](/[CH:27]=[CH:26]/[C:25]([O:29][C:30]([CH3:33])([CH3:32])[CH3:31])=[O:28])=[CH:7][N:6]=1. The yield is 0.610. (6) The reactants are O=[C:2]([CH2:8][C:9](=O)[C:10]1[CH:15]=[CH:14][C:13]([C:16]([F:19])([F:18])[F:17])=[CH:12][CH:11]=1)[C:3]([O:5][CH2:6][CH3:7])=[O:4].Cl.[C:22]([NH:26][NH2:27])([CH3:25])([CH3:24])[CH3:23].Cl.CCCCCC. The catalyst is C(O)C.CCOC(C)=O. The product is [C:22]([N:26]1[C:9]([C:10]2[CH:15]=[CH:14][C:13]([C:16]([F:19])([F:18])[F:17])=[CH:12][CH:11]=2)=[CH:8][C:2]([C:3]([O:5][CH2:6][CH3:7])=[O:4])=[N:27]1)([CH3:25])([CH3:24])[CH3:23]. The yield is 0.750. (7) The reactants are [C:1]1([SH:7])[CH:6]=[CH:5][CH:4]=[CH:3][CH:2]=1.[C:8](Cl)(=[O:12])[C:9](Cl)=[O:10].[Cl-].[Al+3].[Cl-].[Cl-]. The catalyst is CCOCC. The product is [S:7]1[C:1]2[CH:6]=[CH:5][CH:4]=[CH:3][C:2]=2[C:9](=[O:10])[C:8]1=[O:12]. The yield is 0.690. (8) The yield is 0.530. The reactants are [I:1][C:2]1[CH:9]=[CH:8][C:5]([CH2:6]Br)=[CH:4][CH:3]=1.[P:10]([O:17]CC)([O:14][CH2:15][CH3:16])[O:11][CH2:12][CH3:13]. The catalyst is CCOC(C)=O. The product is [I:1][C:2]1[CH:9]=[CH:8][C:5]([CH2:6][P:10](=[O:17])([O:14][CH2:15][CH3:16])[O:11][CH2:12][CH3:13])=[CH:4][CH:3]=1. (9) The reactants are [OH:1][C:2]1[CH:3]=[C:4]([C:8]2[C:9]([C:14]#[N:15])=[CH:10][CH:11]=[CH:12][CH:13]=2)[CH:5]=[CH:6][CH:7]=1.N1C=CC=CC=1.[F:22][C:23]([F:36])([F:35])[S:24](O[S:24]([C:23]([F:36])([F:35])[F:22])(=[O:26])=[O:25])(=[O:26])=[O:25]. The catalyst is ClCCl. The product is [C:14]([C:9]1[CH:10]=[CH:11][CH:12]=[CH:13][C:8]=1[C:4]1[CH:5]=[CH:6][CH:7]=[C:2]([O:1][S:24]([C:23]([F:36])([F:35])[F:22])(=[O:26])=[O:25])[CH:3]=1)#[N:15]. The yield is 0.670. (10) The product is [NH2:1][C:4]1[CH:5]=[CH:6][C:7]([O:12][C:13]([F:14])([F:15])[F:16])=[C:8]([CH2:10][OH:11])[CH:9]=1. The reactants are [N+:1]([C:4]1[CH:5]=[CH:6][C:7]([O:12][C:13]([F:16])([F:15])[F:14])=[C:8]([CH2:10][OH:11])[CH:9]=1)([O-])=O. The catalyst is CCOC(C)=O. The yield is 0.960.